Dataset: Full USPTO retrosynthesis dataset with 1.9M reactions from patents (1976-2016). Task: Predict the reactants needed to synthesize the given product. (1) Given the product [CH3:18][O:19][C:20]1[CH:21]=[C:22]([C:2]2[CH:7]=[N:6][C:5]3=[C:8]([NH:11][CH:12]4[CH2:17][CH2:16][O:15][CH2:14][CH2:13]4)[S:9][N:10]=[C:4]3[CH:3]=2)[CH:23]=[CH:24][C:25]=1[O:26][CH3:27], predict the reactants needed to synthesize it. The reactants are: Br[C:2]1[CH:7]=[N:6][C:5]2=[C:8]([NH:11][CH:12]3[CH2:17][CH2:16][O:15][CH2:14][CH2:13]3)[S:9][N:10]=[C:4]2[CH:3]=1.[CH3:18][O:19][C:20]1[CH:21]=[C:22](B(O)O)[CH:23]=[CH:24][C:25]=1[O:26][CH3:27].C([O-])([O-])=O.[K+].[K+]. (2) Given the product [CH2:1]([C:4]([C@H:6]([C@@H:8]([C@@H:10]([N:13]=[N+:14]=[N-:15])[CH2:11][OH:12])[OH:9])[OH:7])=[O:5])[CH:2]=[CH2:3], predict the reactants needed to synthesize it. The reactants are: [CH2:1]([C:4]([C@:6](C(=O)C1C=CC=CC=1)([C@@:8](C(=O)C1C=CC=CC=1)([C@@H:10]([N:13]=[N+:14]=[N-:15])[CH2:11][OH:12])[OH:9])[OH:7])=[O:5])[CH:2]=[CH2:3].C1COCC1.C[O-].[Na+].C(O)(=O)C.